This data is from CYP1A2 inhibition data for predicting drug metabolism from PubChem BioAssay. The task is: Regression/Classification. Given a drug SMILES string, predict its absorption, distribution, metabolism, or excretion properties. Task type varies by dataset: regression for continuous measurements (e.g., permeability, clearance, half-life) or binary classification for categorical outcomes (e.g., BBB penetration, CYP inhibition). Dataset: cyp1a2_veith. The compound is O=C(NCC1CCCO1)C1CCC(=O)N1CCc1ccccc1. The result is 0 (non-inhibitor).